This data is from Reaction yield outcomes from USPTO patents with 853,638 reactions. The task is: Predict the reaction yield, written as a fraction of the theoretical maximum amount of product (1.0 means a 100% yield; for example, 0.34 means a 34% yield). (1) The reactants are C([S:8][C:9]1[CH:10]=[C:11]2[C:16](=[CH:17][CH:18]=1)[N:15]([C:19]1[C:20]([O:28][CH3:29])=[CH:21][C:22]([Br:27])=[C:23]([CH:26]=1)[C:24]#[N:25])[C:14](=[O:30])[CH:13]=[CH:12]2)C1C=CC=CC=1.ClN1C(C)(C)C(=[O:39])N(Cl)C1=O.[F:42][C:43]1[C:48]([F:49])=[C:47]([F:50])[C:46]([F:51])=[C:45]([F:52])[C:44]=1[OH:53].C(N(CC)CC)C.[OH2:61]. The catalyst is CCOC(C)=O.C(O)(=O)C.C(#N)C. The product is [Br:27][C:22]1[C:23]([C:24]#[N:25])=[CH:26][C:19]([N:15]2[C:16]3[C:11](=[CH:10][C:9]([S:8]([O:53][C:44]4[C:43]([F:42])=[C:48]([F:49])[C:47]([F:50])=[C:46]([F:51])[C:45]=4[F:52])(=[O:39])=[O:61])=[CH:18][CH:17]=3)[CH:12]=[CH:13][C:14]2=[O:30])=[C:20]([O:28][CH3:29])[CH:21]=1. The yield is 0.563. (2) The reactants are Cl[C:2]1[CH:7]=[CH:6][CH:5]=[CH:4][C:3]=1[O:8][CH3:9].[C:10]([CH2:12][C:13]([O:15][CH2:16][CH3:17])=[O:14])#[N:11]. No catalyst specified. The product is [CH3:9][O:8][C:3]1[CH:4]=[CH:5][CH:6]=[CH:7][C:2]=1[CH:12]([C:10]#[N:11])[C:13]([O:15][CH2:16][CH3:17])=[O:14]. The yield is 0.870. (3) The reactants are ClC1C=CC2SC=C(CN3CCN(C4SC(C(O)=O)=C(C)N=4)C3=O)C=2C=1.[F:27][C:28]1[CH:49]=[CH:48][C:31]([CH2:32][N:33]2[CH2:37][CH2:36][N:35]([C:38]3[S:39][C:40]([C:44](O)=[O:45])=[C:41]([CH3:43])[N:42]=3)[C:34]2=[O:47])=[CH:30][CH:29]=1.[O:50]1[CH:54]=[CH:53][N:52]=[C:51]1[CH2:55][NH2:56]. No catalyst specified. The product is [F:27][C:28]1[CH:29]=[CH:30][C:31]([CH2:32][N:33]2[CH2:37][CH2:36][N:35]([C:38]3[S:39][C:40]([C:44]([NH:56][CH2:55][C:51]4[O:50][CH:54]=[CH:53][N:52]=4)=[O:45])=[C:41]([CH3:43])[N:42]=3)[C:34]2=[O:47])=[CH:48][CH:49]=1. The yield is 0.320. (4) The reactants are [Cl:1][C:2]1[S:6][C:5]([C:7]([OH:9])=O)=[CH:4][C:3]=1[C:10]1[N:14]([CH2:15][CH3:16])[N:13]=[CH:12][C:11]=1[Cl:17].C1CN([P+](Br)(N2CCCC2)N2CCCC2)CC1.F[P-](F)(F)(F)(F)F.CCN(C(C)C)C(C)C.[NH2:51][C@@H:52]([CH2:65][C:66]1[CH:71]=[CH:70][CH:69]=[C:68]([F:72])[CH:67]=1)[CH2:53][N:54]1[C:62](=[O:63])[C:61]2[C:56](=[CH:57][CH:58]=[CH:59][CH:60]=2)[C:55]1=[O:64]. The catalyst is C(Cl)Cl. The product is [Cl:1][C:2]1[S:6][C:5]([C:7]([NH:51][C@@H:52]([CH2:65][C:66]2[CH:71]=[CH:70][CH:69]=[C:68]([F:72])[CH:67]=2)[CH2:53][N:54]2[C:62](=[O:63])[C:61]3[C:56](=[CH:57][CH:58]=[CH:59][CH:60]=3)[C:55]2=[O:64])=[O:9])=[CH:4][C:3]=1[C:10]1[N:14]([CH2:15][CH3:16])[N:13]=[CH:12][C:11]=1[Cl:17]. The yield is 0.770. (5) The product is [ClH:35].[CH3:34][N:2]([CH3:1])[CH2:3][CH2:4][CH2:5][C:6]1[CH:7]=[C:8]([NH:13][C:14]2[N:15]=[CH:16][C:17]3[CH2:18][C:19](=[S:33])[NH:20][C:21]4[CH:28]=[C:27]([C:29]([F:32])([F:31])[F:30])[CH:26]=[CH:25][C:22]=4[C:23]=3[N:24]=2)[C:9]([CH3:12])=[N:10][CH:11]=1. The catalyst is C(O)C. The reactants are [CH3:1][N:2]([CH3:34])[CH2:3][CH2:4][CH2:5][C:6]1[CH:7]=[C:8]([NH:13][C:14]2[N:15]=[CH:16][C:17]3[CH2:18][C:19](=[S:33])[NH:20][C:21]4[CH:28]=[C:27]([C:29]([F:32])([F:31])[F:30])[CH:26]=[CH:25][C:22]=4[C:23]=3[N:24]=2)[C:9]([CH3:12])=[N:10][CH:11]=1.[ClH:35]. The yield is 0.909. (6) The reactants are C1(C)C=CC=CC=1.C(=O)([O-])O.[Na+].I[C:14]1[C:19]([O:20][C:21]2[C:30]3[C:25](=[CH:26][C:27]([O:33][CH3:34])=[C:28]([O:31][CH3:32])[CH:29]=3)[N:24]=[CH:23][CH:22]=2)=[CH:18][CH:17]=[C:16]([CH3:35])[N:15]=1.[Cl:36][C:37]1[CH:42]=[CH:41][CH:40]=[CH:39][C:38]=1B(O)O. The catalyst is O. The product is [Cl:36][C:37]1[CH:42]=[CH:41][CH:40]=[CH:39][C:38]=1[C:14]1[C:19]([O:20][C:21]2[C:30]3[C:25](=[CH:26][C:27]([O:33][CH3:34])=[C:28]([O:31][CH3:32])[CH:29]=3)[N:24]=[CH:23][CH:22]=2)=[CH:18][CH:17]=[C:16]([CH3:35])[N:15]=1. The yield is 0.900. (7) The catalyst is C1(C)C=CC=CC=1.C(OCC)C.C([O-])(=O)C.[Pd+2].C([O-])(=O)C. The yield is 0.860. The product is [CH3:1][O:2][C:3](=[O:15])[C:4]1[CH:9]=[C:8]([C:10]([F:13])([F:12])[CH3:11])[N:7]=[C:6]([NH:72][C@H:68]([CH2:70][CH3:71])[CH3:69])[CH:5]=1. The reactants are [CH3:1][O:2][C:3](=[O:15])[C:4]1[CH:9]=[C:8]([C:10]([F:13])([F:12])[CH3:11])[N:7]=[C:6](Cl)[CH:5]=1.C1(P(C2C=CC=CC=2)C2C=CC3C(=CC=CC=3)C=2C2C3C(=CC=CC=3)C=CC=2P(C2C=CC=CC=2)C2C=CC=CC=2)C=CC=CC=1.C(=O)([O-])[O-].[Cs+].[Cs+].[C@@H:68]([NH2:72])([CH2:70][CH3:71])[CH3:69]. (8) The yield is 1.00. The product is [NH2:1][C:4]1[C:13]([S:14][CH2:15][C:16]2[CH:17]=[CH:18][C:19]([O:22][CH3:23])=[CH:20][CH:21]=2)=[CH:12][C:7]([C:8]([O:10][CH3:11])=[O:9])=[C:6]([NH:24][C:25]2[CH:30]=[CH:29][CH:28]=[CH:27][C:26]=2[F:31])[C:5]=1[F:32]. The reactants are [N:1]([C:4]1[C:13]([S:14][CH2:15][C:16]2[CH:21]=[CH:20][C:19]([O:22][CH3:23])=[CH:18][CH:17]=2)=[CH:12][C:7]([C:8]([O:10][CH3:11])=[O:9])=[C:6]([NH:24][C:25]2[CH:30]=[CH:29][CH:28]=[CH:27][C:26]=2[F:31])[C:5]=1[F:32])=[N+]=[N-].[H][H]. The catalyst is CO.[Pd]. (9) The reactants are [OH:1][C@@:2]1([CH2:19][CH2:20][C:21]([O:23]CC)=O)[C:7](=O)[CH2:6][C@H:5]([C:9]2[CH:14]=[CH:13][N:12]=[CH:11][C:10]=2[N+:15]([O-:17])=[O:16])[O:4][C@@H:3]1[CH3:18].CC(O)=O.[C:30]1([CH2:36][NH2:37])[CH:35]=[CH:34][CH:33]=[CH:32][CH:31]=1.[BH4-].[Na+]. The catalyst is ClCCCl. The product is [CH2:36]([N:37]1[C:21](=[O:23])[CH2:20][CH2:19][C@@:2]2([OH:1])[C@@H:3]([CH3:18])[O:4][C@@H:5]([C:9]3[CH:14]=[CH:13][N:12]=[CH:11][C:10]=3[N+:15]([O-:17])=[O:16])[CH2:6][C@@H:7]12)[C:30]1[CH:35]=[CH:34][CH:33]=[CH:32][CH:31]=1. The yield is 0.390.